Dataset: Forward reaction prediction with 1.9M reactions from USPTO patents (1976-2016). Task: Predict the product of the given reaction. (1) Given the reactants [F:1][C:2]([F:35])([F:34])[O:3][C:4]1[CH:9]=[CH:8][C:7]([NH:10][C:11](=[O:33])[C:12]2[CH:17]=[C:16]([N+:18]([O-])=O)[C:15]([NH:21][CH2:22][C:23]([OH:26])([CH3:25])[CH3:24])=[CH:14][C:13]=2[N:27]2[CH2:32][CH2:31][O:30][CH2:29][CH2:28]2)=[CH:6][CH:5]=1.CO, predict the reaction product. The product is: [F:35][C:2]([F:1])([F:34])[O:3][C:4]1[CH:9]=[CH:8][C:7]([NH:10][C:11](=[O:33])[C:12]2[CH:17]=[C:16]([NH2:18])[C:15]([NH:21][CH2:22][C:23]([OH:26])([CH3:25])[CH3:24])=[CH:14][C:13]=2[N:27]2[CH2:32][CH2:31][O:30][CH2:29][CH2:28]2)=[CH:6][CH:5]=1. (2) Given the reactants Br[C:2]1[CH:3]=[C:4]([CH:9]=[C:10]([C:12]([F:15])([F:14])[F:13])[CH:11]=1)[C:5]([O:7][CH3:8])=[O:6].O.[CH3:17][N:18]1[CH:22]=[C:21](B2OC(C)(C)C(C)(C)O2)[CH:20]=[N:19]1.C(=O)([O-])[O-].[Na+].[Na+], predict the reaction product. The product is: [CH3:17][N:18]1[CH:22]=[C:21]([C:2]2[CH:3]=[C:4]([CH:9]=[C:10]([C:12]([F:15])([F:14])[F:13])[CH:11]=2)[C:5]([O:7][CH3:8])=[O:6])[CH:20]=[N:19]1. (3) The product is: [Cl:11][CH2:12][C:13]([NH:2][C:3]1[CH:9]=[CH:8][C:6]([OH:7])=[CH:5][C:4]=1[OH:10])=[O:14]. Given the reactants Cl.[NH2:2][C:3]1[CH:9]=[CH:8][C:6]([OH:7])=[CH:5][C:4]=1[OH:10].[Cl:11][CH2:12][C:13](Cl)=[O:14], predict the reaction product.